Dataset: Full USPTO retrosynthesis dataset with 1.9M reactions from patents (1976-2016). Task: Predict the reactants needed to synthesize the given product. (1) Given the product [Br:1][C:2]1[N:3]([C@@H:37]2[O:38][CH2:21][C@@H:22]([O:23][C:24](=[O:26])[CH3:25])[C@H:27]([O:28][C:29](=[O:31])[CH3:30])[C@H:32]2[O:33][C:34](=[O:36])[CH3:35])[C:4]2[CH:10]=[C:9]([Cl:11])[C:8]([Cl:12])=[CH:7][C:5]=2[N:6]=1, predict the reactants needed to synthesize it. The reactants are: [Br:1][C:2]1[NH:3][C:4]2[CH:10]=[C:9]([Cl:11])[C:8]([Cl:12])=[CH:7][C:5]=2[N:6]=1.C(N)(=O)C.C(O[CH:21]1[O:38][CH2:37][C@@H:32]([O:33][C:34](=[O:36])[CH3:35])[C@H:27]([O:28][C:29](=[O:31])[CH3:30])[C@H:22]1[O:23][C:24](=[O:26])[CH3:25])(=O)C.S([O-])([O-])(=O)=O.[Na+].[Na+]. (2) Given the product [CH3:1][C@@H:2]1[C:16](=[O:17])[NH:15][C:14]2[CH:18]=[CH:19][CH:20]=[CH:21][C:13]=2[CH2:12][CH2:11][CH2:10][CH2:9][CH2:8][C:7](=[O:22])[NH:6][CH2:5][C:4](=[O:23])[NH:3]1, predict the reactants needed to synthesize it. The reactants are: [CH3:1][C@@H:2]1[C:16](=[O:17])[NH:15][C:14]2[CH:18]=[CH:19][CH:20]=[CH:21][C:13]=2[CH:12]=[CH:11][CH2:10][CH2:9][CH2:8][C:7](=[O:22])[NH:6][CH2:5][C:4](=[O:23])[NH:3]1. (3) Given the product [F:1][C:2]1[CH:13]=[CH:12][C:5]2[S:6][C:7]([CH2:10][NH:15][CH3:14])=[C:8]([CH3:9])[C:4]=2[CH:3]=1, predict the reactants needed to synthesize it. The reactants are: [F:1][C:2]1[CH:13]=[CH:12][C:5]2[S:6][C:7]([CH:10]=O)=[C:8]([CH3:9])[C:4]=2[CH:3]=1.[CH3:14][NH2:15].[BH4-].[Na+]. (4) Given the product [OH:13][C@H:10]1[CH2:11][CH2:12][N:8]([C:6]([O:5][C:1]([CH3:2])([CH3:3])[CH3:4])=[O:7])[C@@H:9]1[CH2:14][OH:15], predict the reactants needed to synthesize it. The reactants are: [C:1]([O:5][C:6]([N:8]1[CH2:12][CH2:11][C@H:10]([OH:13])[C@H:9]1[C:14](O)=[O:15])=[O:7])([CH3:4])([CH3:3])[CH3:2].B.CSC.CO.[H][H].